From a dataset of Reaction yield outcomes from USPTO patents with 853,638 reactions. Predict the reaction yield, written as a fraction of the theoretical maximum amount of product (1.0 means a 100% yield; for example, 0.34 means a 34% yield). The reactants are [C:1]([O:5][C:6](=[O:40])[N:7]([C@H:9]([C:11](=[O:39])[NH:12][C@@H:13]1[C:19](=[O:20])[N:18]([CH2:21][C:22]2[C:31]3[C:26](=[CH:27][CH:28]=[CH:29][CH:30]=3)[CH:25]=[CH:24][C:23]=2[CH3:32])[C:17]2[CH:33]=[CH:34][C:35]([C:37]#[N:38])=[CH:36][C:16]=2[NH:15][CH2:14]1)[CH3:10])[CH3:8])([CH3:4])([CH3:3])[CH3:2].[C:41]([OH:52])(=O)[C:42]1[CH:50]=[CH:49][C:45]([C:46]([OH:48])=O)=[CH:44][CH:43]=1.O=P(Cl)(Cl)Cl. The catalyst is N1C=CC=CC=1. The product is [C:1]([O:5][C:6]([N:7]([CH3:8])[C@@H:9]([CH3:10])[C:11]([NH:12][C@@H:13]1[C:19](=[O:20])[N:18]([CH2:21][C:22]2[C:31]3[C:26](=[CH:27][CH:28]=[CH:29][CH:30]=3)[CH:25]=[CH:24][C:23]=2[CH3:32])[C:17]2[CH:33]=[CH:34][C:35]([C:37]#[N:38])=[CH:36][C:16]=2[N:15]([C:46]([C:45]2[CH:44]=[CH:43][C:42]([C:41]([N:15]3[C:16]4[CH:36]=[C:35]([C:37]#[N:38])[CH:34]=[CH:33][C:17]=4[N:18]([CH2:21][C:22]4[C:31]5[C:26](=[CH:27][CH:28]=[CH:29][CH:30]=5)[CH:25]=[CH:24][C:23]=4[CH3:32])[C:19](=[O:20])[C@@H:13]([NH:12][C:11](=[O:39])[C@@H:9]([N:7]([CH3:8])[C:6](=[O:40])[O:5][C:1]([CH3:2])([CH3:4])[CH3:3])[CH3:10])[CH2:14]3)=[O:52])=[CH:50][CH:49]=2)=[O:48])[CH2:14]1)=[O:39])=[O:40])([CH3:2])([CH3:3])[CH3:4]. The yield is 0.0532.